Task: Predict the product of the given reaction.. Dataset: Forward reaction prediction with 1.9M reactions from USPTO patents (1976-2016) (1) The product is: [Cl:21][C:20]1[C:15]2[CH2:14][CH2:13][O:12][C@@H:11]([CH2:10][CH2:9][OH:8])[C:16]=2[CH:17]=[CH:18][C:19]=1[C:22]([NH2:23])=[O:24]. Given the reactants [Si]([O:8][CH2:9][CH2:10][C@H:11]1[C:16]2[CH:17]=[CH:18][C:19]([C:22]#[N:23])=[C:20]([Cl:21])[C:15]=2[CH2:14][CH2:13][O:12]1)(C(C)(C)C)(C)C.[OH-:24].[Na+].OO.[F-].C([N+](CCCC)(CCCC)CCCC)CCC, predict the reaction product. (2) The product is: [F:18][C:15]1[CH:16]=[CH:17][C:12]([C:10]2[C:3]3[C:2](=[CH:7][CH:6]=[C:5]([C:8]#[N:9])[CH:4]=3)[NH:21][N:20]=2)=[CH:13][CH:14]=1. Given the reactants F[C:2]1[CH:7]=[CH:6][C:5]([C:8]#[N:9])=[CH:4][C:3]=1[C:10]([C:12]1[CH:17]=[CH:16][C:15]([F:18])=[CH:14][CH:13]=1)=O.O.[NH2:20][NH2:21].NN, predict the reaction product. (3) The product is: [CH:1]([CH:3]=[CH2:4])=[O:2].[C:5]([OH:9])(=[O:8])[CH:6]=[CH2:7]. Given the reactants [CH:1]([CH:3]=[CH2:4])=[O:2].[C:5]([OH:9])(=[O:8])[CH:6]=[CH2:7], predict the reaction product. (4) Given the reactants [CH2:1]1[CH:6]2[CH2:7][C:8]3([NH2:11])[CH2:10][CH:4]([CH2:5]2)[CH2:3][CH:2]1[CH2:9]3.Cl[CH2:13][C:14]1[NH:22][C:17]2=[N:18][CH:19]=[CH:20][CH:21]=[C:16]2[N:15]=1, predict the reaction product. The product is: [N:15]1[C:16]2[C:17](=[N:18][CH:19]=[CH:20][CH:21]=2)[NH:22][C:14]=1[CH2:13][NH:11][C:8]12[CH2:10][CH:4]3[CH2:5][CH:6]([CH2:1][CH:2]([CH2:3]3)[CH2:9]1)[CH2:7]2. (5) Given the reactants [CH3:1][C:2]1([C:15]2[CH:20]=[CH:19][CH:18]=[CH:17][CH:16]=2)[C:14]2[NH:13][C:12]3[C:7](=[CH:8][CH:9]=[CH:10][CH:11]=3)[C:6]=2[CH2:5][CH2:4][NH:3]1.[F:21][C:22]1[CH:23]=[C:24]([CH:28]=[CH:29][C:30]=1[F:31])[C:25](Cl)=[O:26].CCN(C(C)C)C(C)C, predict the reaction product. The product is: [F:21][C:22]1[CH:23]=[C:24]([C:25]([N:3]2[CH2:4][CH2:5][C:6]3[C:7]4[C:12](=[CH:11][CH:10]=[CH:9][CH:8]=4)[NH:13][C:14]=3[C:2]2([CH3:1])[C:15]2[CH:20]=[CH:19][CH:18]=[CH:17][CH:16]=2)=[O:26])[CH:28]=[CH:29][C:30]=1[F:31]. (6) Given the reactants C(OC([N:8](C(OC(C)(C)C)=O)[C:9]1[N:14]=[CH:13][C:12](/[CH:15]=[CH:16]/[C:17]([NH:19][CH2:20][CH2:21][CH2:22][CH2:23][C:24]2[CH:33]=[CH:32][C:27]([C:28]([NH:30][CH3:31])=[O:29])=[C:26]([NH:34][CH2:35][CH3:36])[N:25]=2)=[O:18])=[CH:11][CH:10]=1)=O)(C)(C)C.FC(F)(F)C(O)=O, predict the reaction product. The product is: [NH2:8][C:9]1[N:14]=[CH:13][C:12](/[CH:15]=[CH:16]/[C:17]([NH:19][CH2:20][CH2:21][CH2:22][CH2:23][C:24]2[CH:33]=[CH:32][C:27]([C:28]([NH:30][CH3:31])=[O:29])=[C:26]([NH:34][CH2:35][CH3:36])[N:25]=2)=[O:18])=[CH:11][CH:10]=1. (7) Given the reactants [NH2:1][C:2]1[C:11]([C:12]#[N:13])=[C:10](Cl)[C:9]2[C:4](=[CH:5][CH:6]=[C:7]([N:15]([CH3:17])[CH3:16])[CH:8]=2)[N:3]=1.[CH2:18]([NH2:24])[C:19]1[O:23][CH:22]=[CH:21][CH:20]=1, predict the reaction product. The product is: [NH2:1][C:2]1[C:11]([C:12]#[N:13])=[C:10]([NH:24][CH2:18][C:19]2[O:23][CH:22]=[CH:21][CH:20]=2)[C:9]2[C:4](=[CH:5][CH:6]=[C:7]([N:15]([CH3:17])[CH3:16])[CH:8]=2)[N:3]=1. (8) Given the reactants Cl[C:2]1[CH:3]=[C:4]2[C:10]([C:11]3[CH:16]=[CH:15][C:14]([NH:17][C:18](=[O:24])[O:19][C:20]([CH3:23])([CH3:22])[CH3:21])=[CH:13][CH:12]=3)=[CH:9][N:8]([CH3:25])[C:5]2=[CH:6][N:7]=1, predict the reaction product. The product is: [CH3:25][N:8]1[C:5]2=[CH:6][N:7]=[CH:2][CH:3]=[C:4]2[C:10]([C:11]2[CH:12]=[CH:13][C:14]([NH:17][C:18](=[O:24])[O:19][C:20]([CH3:22])([CH3:21])[CH3:23])=[CH:15][CH:16]=2)=[CH:9]1. (9) Given the reactants [C:1]([CH:5]1[CH2:14][CH2:13][C:12]2[N:11]=[C:10]3[S:15][C:16]([C:18]#[N:19])=[CH:17][C:9]3=[CH:8][C:7]=2[CH2:6]1)([CH3:4])([CH3:3])[CH3:2].ClC1C(=O)C(C#N)=C(C#N)C(=O)C=1Cl, predict the reaction product. The product is: [C:1]([C:5]1[CH:6]=[C:7]2[C:12](=[CH:13][CH:14]=1)[N:11]=[C:10]1[S:15][C:16]([C:18]#[N:19])=[CH:17][C:9]1=[CH:8]2)([CH3:4])([CH3:2])[CH3:3].